Dataset: TCR-epitope binding with 47,182 pairs between 192 epitopes and 23,139 TCRs. Task: Binary Classification. Given a T-cell receptor sequence (or CDR3 region) and an epitope sequence, predict whether binding occurs between them. (1) The epitope is TLIGDCATV. The TCR CDR3 sequence is CASSLTGGGLDTQYF. Result: 1 (the TCR binds to the epitope). (2) The epitope is RLRAEAQVK. The TCR CDR3 sequence is CATSGTEGTDTQYF. Result: 1 (the TCR binds to the epitope).